The task is: Predict which catalyst facilitates the given reaction.. This data is from Catalyst prediction with 721,799 reactions and 888 catalyst types from USPTO. (1) Reactant: [CH2:1]([C:4]1[C:9]([OH:10])=[CH:8][CH:7]=[C:6]([NH:11][CH2:12][C:13]2[CH:18]=[CH:17][CH:16]=[CH:15][CH:14]=2)[C:5]=1[C:19]([C:21]1[CH:26]=[CH:25][C:24]([CH:27]([CH3:29])[CH3:28])=[CH:23][CH:22]=1)=O)[CH:2]=[CH2:3].[O-:30][C:31]#[N:32].[Na+].[OH-].[Na+]. Product: [CH2:1]([C:4]1[C:9]([OH:10])=[CH:8][CH:7]=[C:6]2[C:5]=1[C:19]([C:21]1[CH:26]=[CH:25][C:24]([CH:27]([CH3:29])[CH3:28])=[CH:23][CH:22]=1)=[N:32][C:31](=[O:30])[N:11]2[CH2:12][C:13]1[CH:18]=[CH:17][CH:16]=[CH:15][CH:14]=1)[CH:2]=[CH2:3]. The catalyst class is: 15. (2) Reactant: P(Cl)(Cl)(Cl)=O.[CH3:6][O:7][C:8](=[O:20])[C@H:9]([CH2:13][C:14]1[CH:19]=[CH:18][CH:17]=[CH:16][CH:15]=1)[NH:10][CH:11]=O.C(N(CC)CC)C. Product: [CH3:6][O:7][C:8](=[O:20])[CH:9]([N+:10]#[C-:11])[CH2:13][C:14]1[CH:19]=[CH:18][CH:17]=[CH:16][CH:15]=1. The catalyst class is: 2. (3) Reactant: [Cl:1][C:2]1[CH:3]=[C:4]([C@H:9]2[C:18]3[C:13](=[CH:14][CH:15]=[CH:16][CH:17]=3)[CH:12]=[C:11]([CH:19]([NH:21][CH3:22])[CH3:20])[CH2:10]2)[CH:5]=[CH:6][C:7]=1[Cl:8].C=O.[CH:25](O)=O. Product: [Cl:1][C:2]1[CH:3]=[C:4]([C@H:9]2[C:18]3[C:13](=[CH:14][CH:15]=[CH:16][CH:17]=3)[CH:12]=[C:11]([CH:19]([N:21]([CH3:25])[CH3:22])[CH3:20])[CH2:10]2)[CH:5]=[CH:6][C:7]=1[Cl:8]. The catalyst class is: 5. (4) Product: [CH3:15][N:1]1[C:10]2[C:5](=[N:6][CH:7]=[CH:8][CH:9]=2)[C:4](=[O:11])[CH2:3][CH2:2]1. The catalyst class is: 3. Reactant: [NH:1]1[C:10]2[C:5](=[N:6][CH:7]=[CH:8][CH:9]=2)[C:4](=[O:11])[CH2:3][CH2:2]1.[H-].[Na+].I[CH3:15]. (5) Reactant: [H-].[Al+3].[Li+].[H-].[H-].[H-].[NH:7]1[C:15]2[C:10](=[CH:11][C:12]([O:16][CH:17]3[CH2:22][CH2:21][CH:20]([C:23](OCC)=[O:24])[CH2:19][CH2:18]3)=[CH:13][CH:14]=2)[CH:9]=[N:8]1.O.[OH-].[Na+]. Product: [NH:7]1[C:15]2[C:10](=[CH:11][C:12]([O:16][CH:17]3[CH2:18][CH2:19][CH:20]([CH2:23][OH:24])[CH2:21][CH2:22]3)=[CH:13][CH:14]=2)[CH:9]=[N:8]1. The catalyst class is: 7. (6) Reactant: [N:1]([CH2:4][C:5]1[CH:6]=[N:7][C:8]([CH3:11])=[N:9][CH:10]=1)=[N+]=[N-].C(OCC)(=O)C. Product: [CH3:11][C:8]1[N:9]=[CH:10][C:5]([CH2:4][NH2:1])=[CH:6][N:7]=1. The catalyst class is: 45. (7) Reactant: [CH2:1]([N:3]([CH2:11][C:12]1[CH:13]=[N:14][CH:15]=[C:16]([C:19]2[CH:20]=[C:21]3[C:25](=[CH:26][CH:27]=2)[N:24]([CH:28]2[CH2:33][CH2:32][CH2:31][CH2:30][O:29]2)[N:23]=[C:22]3[C:34]2[NH:35][C:36]([C:39]([NH:41][CH2:42][C:43]3C=N[CH:46]=[CH:47][CH:48]=3)=[O:40])=[CH:37][N:38]=2)[C:17]=1[CH3:18])[C:4](=[O:10])[O:5][C:6]([CH3:9])([CH3:8])[CH3:7])[CH3:2].C(OC(N(CC1C(C)=C(C2C=C3C(=CC=2)N(C2CCCCO2)N=C3C2NC(C(O)=O)=CN=2)C=NC=1)CC)=O)(C)(C)C.C(N(C(C)C)CC)(C)C.N1CCCCC1.CN(C(ON1N=NC2C=CC=NC1=2)=[N+](C)C)C.F[P-](F)(F)(F)(F)F. Product: [CH2:1]([N:3]([CH2:11][C:12]1[CH:13]=[N:14][CH:15]=[C:16]([C:19]2[CH:20]=[C:21]3[C:25](=[CH:26][CH:27]=2)[N:24]([CH:28]2[CH2:33][CH2:32][CH2:31][CH2:30][O:29]2)[N:23]=[C:22]3[C:34]2[NH:35][C:36]([C:39]([N:41]3[CH2:46][CH2:47][CH2:48][CH2:43][CH2:42]3)=[O:40])=[CH:37][N:38]=2)[C:17]=1[CH3:18])[C:4](=[O:10])[O:5][C:6]([CH3:9])([CH3:7])[CH3:8])[CH3:2]. The catalyst class is: 2. (8) Reactant: [F:1][C:2]([F:7])([F:6])[C:3]([OH:5])=[O:4].FC(F)(F)C(O)=O.[CH3:15][N:16]1[CH2:21][CH2:20][CH:19]([O:22][C:23]2[CH:28]=[CH:27][C:26]([C:29]3[C:37]4[C:32](=[CH:33][CH:34]=[C:35]([NH2:38])[CH:36]=4)[NH:31][N:30]=3)=[CH:25][CH:24]=2)[CH2:18][CH2:17]1.[Cl:39][C:40]1[CH:45]=[CH:44][CH:43]=[CH:42][C:41]=1[N:46]=[C:47]=[O:48].CCN(C(C)C)C(C)C. Product: [Cl:39][C:40]1[CH:45]=[CH:44][CH:43]=[CH:42][C:41]=1[NH:46][C:47]([NH:38][C:35]1[CH:36]=[C:37]2[C:32](=[CH:33][CH:34]=1)[NH:31][N:30]=[C:29]2[C:26]1[CH:27]=[CH:28][C:23]([O:22][CH:19]2[CH2:18][CH2:17][N:16]([CH3:15])[CH2:21][CH2:20]2)=[CH:24][CH:25]=1)=[O:48].[C:3]([OH:5])([C:2]([F:7])([F:6])[F:1])=[O:4]. The catalyst class is: 3.